The task is: Regression. Given two drug SMILES strings and cell line genomic features, predict the synergy score measuring deviation from expected non-interaction effect.. This data is from NCI-60 drug combinations with 297,098 pairs across 59 cell lines. (1) Drug 1: CC12CCC(CC1=CCC3C2CCC4(C3CC=C4C5=CN=CC=C5)C)O. Drug 2: CC1=C(C(=CC=C1)Cl)NC(=O)C2=CN=C(S2)NC3=CC(=NC(=N3)C)N4CCN(CC4)CCO. Cell line: NCI/ADR-RES. Synergy scores: CSS=9.12, Synergy_ZIP=-1.92, Synergy_Bliss=-1.23, Synergy_Loewe=-2.13, Synergy_HSA=-2.00. (2) Drug 1: CN(C)C1=NC(=NC(=N1)N(C)C)N(C)C. Drug 2: C1CC(=O)NC(=O)C1N2C(=O)C3=CC=CC=C3C2=O. Cell line: CAKI-1. Synergy scores: CSS=13.5, Synergy_ZIP=5.70, Synergy_Bliss=15.0, Synergy_Loewe=15.8, Synergy_HSA=15.1. (3) Drug 1: C1=CC(=CC=C1C#N)C(C2=CC=C(C=C2)C#N)N3C=NC=N3. Drug 2: CS(=O)(=O)OCCCCOS(=O)(=O)C. Cell line: LOX IMVI. Synergy scores: CSS=16.8, Synergy_ZIP=2.14, Synergy_Bliss=5.87, Synergy_Loewe=5.50, Synergy_HSA=6.38. (4) Synergy scores: CSS=-5.97, Synergy_ZIP=5.52, Synergy_Bliss=6.60, Synergy_Loewe=1.58, Synergy_HSA=-0.492. Cell line: KM12. Drug 2: B(C(CC(C)C)NC(=O)C(CC1=CC=CC=C1)NC(=O)C2=NC=CN=C2)(O)O. Drug 1: C1CCN(CC1)CCOC2=CC=C(C=C2)C(=O)C3=C(SC4=C3C=CC(=C4)O)C5=CC=C(C=C5)O. (5) Drug 1: CC12CCC(CC1=CCC3C2CCC4(C3CC=C4C5=CN=CC=C5)C)O. Drug 2: C1=CN(C(=O)N=C1N)C2C(C(C(O2)CO)O)O.Cl. Cell line: NCI-H460. Synergy scores: CSS=28.9, Synergy_ZIP=-3.46, Synergy_Bliss=-6.77, Synergy_Loewe=-32.8, Synergy_HSA=-7.26. (6) Drug 1: C1CCC(CC1)NC(=O)N(CCCl)N=O. Drug 2: CC(C)(C#N)C1=CC(=CC(=C1)CN2C=NC=N2)C(C)(C)C#N. Cell line: SR. Synergy scores: CSS=40.8, Synergy_ZIP=-1.58, Synergy_Bliss=-3.00, Synergy_Loewe=-2.72, Synergy_HSA=-1.82.